Dataset: NCI-60 drug combinations with 297,098 pairs across 59 cell lines. Task: Regression. Given two drug SMILES strings and cell line genomic features, predict the synergy score measuring deviation from expected non-interaction effect. (1) Drug 1: CCCS(=O)(=O)NC1=C(C(=C(C=C1)F)C(=O)C2=CNC3=C2C=C(C=N3)C4=CC=C(C=C4)Cl)F. Drug 2: COC1=NC(=NC2=C1N=CN2C3C(C(C(O3)CO)O)O)N. Cell line: HCT116. Synergy scores: CSS=-7.66, Synergy_ZIP=7.62, Synergy_Bliss=-1.12, Synergy_Loewe=-4.76, Synergy_HSA=-5.29. (2) Drug 1: C(CC(=O)O)C(=O)CN.Cl. Drug 2: COC1=C2C(=CC3=C1OC=C3)C=CC(=O)O2. Cell line: HOP-92. Synergy scores: CSS=9.19, Synergy_ZIP=-3.18, Synergy_Bliss=0.328, Synergy_Loewe=-0.643, Synergy_HSA=0.215. (3) Drug 1: C1=NC2=C(N=C(N=C2N1C3C(C(C(O3)CO)O)O)F)N. Drug 2: CC1=C(C(CCC1)(C)C)C=CC(=CC=CC(=CC(=O)O)C)C. Cell line: HCT116. Synergy scores: CSS=8.07, Synergy_ZIP=2.56, Synergy_Bliss=-0.0689, Synergy_Loewe=-3.97, Synergy_HSA=-0.371. (4) Drug 1: C1=CC(=CC=C1CCCC(=O)O)N(CCCl)CCCl. Drug 2: C(CCl)NC(=O)N(CCCl)N=O. Cell line: U251. Synergy scores: CSS=35.0, Synergy_ZIP=-1.56, Synergy_Bliss=-2.58, Synergy_Loewe=-6.68, Synergy_HSA=-1.68. (5) Drug 1: CCC(=C(C1=CC=CC=C1)C2=CC=C(C=C2)OCCN(C)C)C3=CC=CC=C3.C(C(=O)O)C(CC(=O)O)(C(=O)O)O. Drug 2: CC12CCC3C(C1CCC2O)C(CC4=C3C=CC(=C4)O)CCCCCCCCCS(=O)CCCC(C(F)(F)F)(F)F. Cell line: 786-0. Synergy scores: CSS=-0.337, Synergy_ZIP=-0.338, Synergy_Bliss=0.431, Synergy_Loewe=-0.670, Synergy_HSA=-0.601. (6) Drug 1: CC1=C2C(C(=O)C3(C(CC4C(C3C(C(C2(C)C)(CC1OC(=O)C(C(C5=CC=CC=C5)NC(=O)C6=CC=CC=C6)O)O)OC(=O)C7=CC=CC=C7)(CO4)OC(=O)C)O)C)OC(=O)C. Drug 2: C1=CC=C(C=C1)NC(=O)CCCCCCC(=O)NO. Cell line: CAKI-1. Synergy scores: CSS=39.0, Synergy_ZIP=-6.23, Synergy_Bliss=-5.27, Synergy_Loewe=-8.92, Synergy_HSA=-2.95. (7) Drug 1: CC1=C(C=C(C=C1)NC(=O)C2=CC=C(C=C2)CN3CCN(CC3)C)NC4=NC=CC(=N4)C5=CN=CC=C5. Drug 2: C1=CN(C=N1)CC(O)(P(=O)(O)O)P(=O)(O)O. Cell line: PC-3. Synergy scores: CSS=-5.64, Synergy_ZIP=4.14, Synergy_Bliss=2.50, Synergy_Loewe=-3.42, Synergy_HSA=-3.95.